Task: Regression. Given two drug SMILES strings and cell line genomic features, predict the synergy score measuring deviation from expected non-interaction effect.. Dataset: NCI-60 drug combinations with 297,098 pairs across 59 cell lines (1) Drug 1: CC1=C2C(C(=O)C3(C(CC4C(C3C(C(C2(C)C)(CC1OC(=O)C(C(C5=CC=CC=C5)NC(=O)OC(C)(C)C)O)O)OC(=O)C6=CC=CC=C6)(CO4)OC(=O)C)OC)C)OC. Drug 2: C1CN1P(=S)(N2CC2)N3CC3. Cell line: UACC-257. Synergy scores: CSS=19.7, Synergy_ZIP=-2.68, Synergy_Bliss=-2.20, Synergy_Loewe=-5.55, Synergy_HSA=-0.821. (2) Drug 1: CC1=CC2C(CCC3(C2CCC3(C(=O)C)OC(=O)C)C)C4(C1=CC(=O)CC4)C. Drug 2: CCN(CC)CCCC(C)NC1=C2C=C(C=CC2=NC3=C1C=CC(=C3)Cl)OC. Cell line: OVCAR-5. Synergy scores: CSS=32.8, Synergy_ZIP=7.78, Synergy_Bliss=7.37, Synergy_Loewe=-18.1, Synergy_HSA=4.34. (3) Drug 1: COC1=NC(=NC2=C1N=CN2C3C(C(C(O3)CO)O)O)N. Drug 2: CN(C(=O)NC(C=O)C(C(C(CO)O)O)O)N=O. Cell line: NCI-H226. Synergy scores: CSS=-7.29, Synergy_ZIP=4.74, Synergy_Bliss=5.02, Synergy_Loewe=-5.76, Synergy_HSA=-5.18. (4) Drug 2: N.N.Cl[Pt+2]Cl. Cell line: COLO 205. Synergy scores: CSS=39.6, Synergy_ZIP=-7.05, Synergy_Bliss=0.204, Synergy_Loewe=0.850, Synergy_HSA=5.20. Drug 1: C(CCl)NC(=O)N(CCCl)N=O. (5) Drug 1: CCCCC(=O)OCC(=O)C1(CC(C2=C(C1)C(=C3C(=C2O)C(=O)C4=C(C3=O)C=CC=C4OC)O)OC5CC(C(C(O5)C)O)NC(=O)C(F)(F)F)O. Drug 2: CC1C(C(CC(O1)OC2CC(CC3=C2C(=C4C(=C3O)C(=O)C5=CC=CC=C5C4=O)O)(C(=O)C)O)N)O. Cell line: NCI-H226. Synergy scores: CSS=49.8, Synergy_ZIP=1.11, Synergy_Bliss=2.39, Synergy_Loewe=-11.8, Synergy_HSA=3.34. (6) Drug 1: C#CCC(CC1=CN=C2C(=N1)C(=NC(=N2)N)N)C3=CC=C(C=C3)C(=O)NC(CCC(=O)O)C(=O)O. Drug 2: CN(C(=O)NC(C=O)C(C(C(CO)O)O)O)N=O. Cell line: SNB-75. Synergy scores: CSS=-2.37, Synergy_ZIP=0.839, Synergy_Bliss=0.260, Synergy_Loewe=-4.81, Synergy_HSA=-4.53.